This data is from NCI-60 drug combinations with 297,098 pairs across 59 cell lines. The task is: Regression. Given two drug SMILES strings and cell line genomic features, predict the synergy score measuring deviation from expected non-interaction effect. (1) Drug 2: CS(=O)(=O)OCCCCOS(=O)(=O)C. Synergy scores: CSS=42.8, Synergy_ZIP=-0.768, Synergy_Bliss=0.325, Synergy_Loewe=-8.06, Synergy_HSA=0.900. Drug 1: CCC1=CC2CC(C3=C(CN(C2)C1)C4=CC=CC=C4N3)(C5=C(C=C6C(=C5)C78CCN9C7C(C=CC9)(C(C(C8N6C)(C(=O)OC)O)OC(=O)C)CC)OC)C(=O)OC.C(C(C(=O)O)O)(C(=O)O)O. Cell line: SF-539. (2) Drug 1: C1=NC2=C(N1)C(=S)N=C(N2)N. Drug 2: CN(CC1=CN=C2C(=N1)C(=NC(=N2)N)N)C3=CC=C(C=C3)C(=O)NC(CCC(=O)O)C(=O)O. Cell line: CAKI-1. Synergy scores: CSS=43.2, Synergy_ZIP=-5.86, Synergy_Bliss=-5.58, Synergy_Loewe=-1.37, Synergy_HSA=-1.37. (3) Drug 1: CS(=O)(=O)C1=CC(=C(C=C1)C(=O)NC2=CC(=C(C=C2)Cl)C3=CC=CC=N3)Cl. Drug 2: COC1=NC(=NC2=C1N=CN2C3C(C(C(O3)CO)O)O)N. Cell line: OVCAR3. Synergy scores: CSS=-1.14, Synergy_ZIP=5.43, Synergy_Bliss=-0.316, Synergy_Loewe=-7.68, Synergy_HSA=-5.49. (4) Drug 1: C1=NC2=C(N=C(N=C2N1C3C(C(C(O3)CO)O)O)F)N. Drug 2: CC1CCCC2(C(O2)CC(NC(=O)CC(C(C(=O)C(C1O)C)(C)C)O)C(=CC3=CSC(=N3)C)C)C. Cell line: TK-10. Synergy scores: CSS=71.6, Synergy_ZIP=-4.00, Synergy_Bliss=-5.04, Synergy_Loewe=1.09, Synergy_HSA=2.94. (5) Drug 1: C1CN(P(=O)(OC1)NCCCl)CCCl. Drug 2: C1C(C(OC1N2C=NC3=C2NC=NCC3O)CO)O. Cell line: SNB-19. Synergy scores: CSS=-2.08, Synergy_ZIP=1.55, Synergy_Bliss=4.30, Synergy_Loewe=0.952, Synergy_HSA=1.03. (6) Drug 1: C1CNP(=O)(OC1)N(CCCl)CCCl. Drug 2: CCC1(C2=C(COC1=O)C(=O)N3CC4=CC5=C(C=CC(=C5CN(C)C)O)N=C4C3=C2)O.Cl. Cell line: UO-31. Synergy scores: CSS=4.92, Synergy_ZIP=-6.82, Synergy_Bliss=-9.31, Synergy_Loewe=-29.8, Synergy_HSA=-7.62. (7) Drug 1: C1CC(=O)NC(=O)C1N2CC3=C(C2=O)C=CC=C3N. Drug 2: CCN(CC)CCCC(C)NC1=C2C=C(C=CC2=NC3=C1C=CC(=C3)Cl)OC. Cell line: RXF 393. Synergy scores: CSS=25.5, Synergy_ZIP=-0.993, Synergy_Bliss=6.24, Synergy_Loewe=-0.380, Synergy_HSA=7.70.